Dataset: Peptide-MHC class I binding affinity with 185,985 pairs from IEDB/IMGT. Task: Regression. Given a peptide amino acid sequence and an MHC pseudo amino acid sequence, predict their binding affinity value. This is MHC class I binding data. (1) The peptide sequence is TAYIGTSNWT. The MHC is HLA-A02:01 with pseudo-sequence HLA-A02:01. The binding affinity (normalized) is 0.230. (2) The peptide sequence is PVSDLYTSMR. The MHC is HLA-A33:01 with pseudo-sequence HLA-A33:01. The binding affinity (normalized) is 0.460. (3) The binding affinity (normalized) is 0.434. The MHC is Mamu-A01 with pseudo-sequence Mamu-A01. The peptide sequence is TLPALSTGLI.